Task: Regression. Given two drug SMILES strings and cell line genomic features, predict the synergy score measuring deviation from expected non-interaction effect.. Dataset: NCI-60 drug combinations with 297,098 pairs across 59 cell lines (1) Drug 1: COC1=C(C=C2C(=C1)N=CN=C2NC3=CC(=C(C=C3)F)Cl)OCCCN4CCOCC4. Drug 2: CCCCCOC(=O)NC1=NC(=O)N(C=C1F)C2C(C(C(O2)C)O)O. Cell line: DU-145. Synergy scores: CSS=34.0, Synergy_ZIP=1.92, Synergy_Bliss=3.54, Synergy_Loewe=-11.8, Synergy_HSA=4.56. (2) Synergy scores: CSS=9.78, Synergy_ZIP=0.120, Synergy_Bliss=1.05, Synergy_Loewe=0.147, Synergy_HSA=0.550. Cell line: HCC-2998. Drug 1: COC1=C(C=C2C(=C1)N=CN=C2NC3=CC(=C(C=C3)F)Cl)OCCCN4CCOCC4. Drug 2: CCCCC(=O)OCC(=O)C1(CC(C2=C(C1)C(=C3C(=C2O)C(=O)C4=C(C3=O)C=CC=C4OC)O)OC5CC(C(C(O5)C)O)NC(=O)C(F)(F)F)O. (3) Drug 1: CC12CCC3C(C1CCC2=O)CC(=C)C4=CC(=O)C=CC34C. Drug 2: N.N.Cl[Pt+2]Cl. Cell line: HT29. Synergy scores: CSS=18.1, Synergy_ZIP=1.66, Synergy_Bliss=4.55, Synergy_Loewe=2.84, Synergy_HSA=3.71. (4) Drug 1: CCC(=C(C1=CC=CC=C1)C2=CC=C(C=C2)OCCN(C)C)C3=CC=CC=C3.C(C(=O)O)C(CC(=O)O)(C(=O)O)O. Synergy scores: CSS=-1.70, Synergy_ZIP=2.83, Synergy_Bliss=1.48, Synergy_Loewe=-3.02, Synergy_HSA=-4.18. Drug 2: C1C(C(OC1N2C=NC(=NC2=O)N)CO)O. Cell line: SK-OV-3. (5) Drug 1: CC12CCC3C(C1CCC2=O)CC(=C)C4=CC(=O)C=CC34C. Drug 2: COC1=C2C(=CC3=C1OC=C3)C=CC(=O)O2. Cell line: EKVX. Synergy scores: CSS=16.0, Synergy_ZIP=1.35, Synergy_Bliss=3.78, Synergy_Loewe=1.75, Synergy_HSA=3.93.